Regression. Given a peptide amino acid sequence and an MHC pseudo amino acid sequence, predict their binding affinity value. This is MHC class I binding data. From a dataset of Peptide-MHC class I binding affinity with 185,985 pairs from IEDB/IMGT. (1) The peptide sequence is LAALGDTAW. The MHC is HLA-B35:01 with pseudo-sequence HLA-B35:01. The binding affinity (normalized) is 0.584. (2) The peptide sequence is VMAASGAPF. The MHC is HLA-B08:01 with pseudo-sequence HLA-B08:01. The binding affinity (normalized) is 0.0847. (3) The peptide sequence is GLSFLNPEK. The MHC is HLA-B51:01 with pseudo-sequence HLA-B51:01. The binding affinity (normalized) is 0.0847. (4) The peptide sequence is AIITPIVFY. The MHC is HLA-A02:01 with pseudo-sequence HLA-A02:01. The binding affinity (normalized) is 0. (5) The peptide sequence is RQADILRQF. The MHC is HLA-B07:02 with pseudo-sequence HLA-B07:02. The binding affinity (normalized) is 0.0847.